From a dataset of Forward reaction prediction with 1.9M reactions from USPTO patents (1976-2016). Predict the product of the given reaction. (1) Given the reactants [CH2:1]([O:8][C:9](=[O:28])[NH:10][C@H:11]1[CH2:16][CH2:15][C@H:14]([O:17][CH2:18][C:19](Br)=[CH:20][C:21]2[CH:26]=[CH:25][CH:24]=[CH:23][CH:22]=2)[CH2:13][CH2:12]1)[C:2]1[CH:7]=[CH:6][CH:5]=[CH:4][CH:3]=1.[F:29][C:30]1[CH:35]=[CH:34][CH:33]=[C:32]([F:36])[C:31]=1[B-](F)(F)F.[K+].C(N(CC)CC)C.C(Cl)Cl, predict the reaction product. The product is: [CH2:1]([O:8][C:9](=[O:28])[NH:10][C@H:11]1[CH2:16][CH2:15][C@H:14]([O:17][CH2:18][C:19]([C:31]2[C:30]([F:29])=[CH:35][CH:34]=[CH:33][C:32]=2[F:36])=[CH:20][C:21]2[CH:26]=[CH:25][CH:24]=[CH:23][CH:22]=2)[CH2:13][CH2:12]1)[C:2]1[CH:7]=[CH:6][CH:5]=[CH:4][CH:3]=1. (2) Given the reactants [C:1]([O:5][C:6](=[O:14])[C:7]1[CH:12]=[CH:11][CH:10]=[C:9]([OH:13])[CH:8]=1)([CH3:4])([CH3:3])[CH3:2].[CH3:15][O:16][C:17](=[O:34])[CH:18](Br)[CH2:19][CH2:20][CH2:21][CH2:22][CH2:23][CH2:24][CH2:25][CH2:26][CH2:27][CH2:28][CH2:29][CH2:30][CH2:31][CH3:32].C([O-])([O-])=O.[K+].[K+], predict the reaction product. The product is: [C:1]([O:5][C:6](=[O:14])[C:7]1[CH:12]=[CH:11][CH:10]=[C:9]([O:13][CH2:32][CH2:31][CH2:30][CH2:29][CH2:28][CH2:27][CH2:26][CH2:25][CH2:24][CH2:23][CH2:22][CH2:21][CH2:20][CH2:19][CH2:18][C:17]([O:16][CH3:15])=[O:34])[CH:8]=1)([CH3:4])([CH3:2])[CH3:3]. (3) Given the reactants [OH:1][C:2]1[CH:7]=[C:6]([S:8][C:9]2[CH:14]=[CH:13][CH:12]=[CH:11][CH:10]=2)[CH:5]=[CH:4][C:3]=1[C:15](=[O:17])[CH3:16].[C:18]([O:22][C:23](=[O:29])[N:24]([CH3:28])[CH2:25][CH:26]=O)([CH3:21])([CH3:20])[CH3:19].N1CCCC1, predict the reaction product. The product is: [C:18]([O:22][C:23](=[O:29])[N:24]([CH3:28])[CH2:25][CH:26]1[CH2:16][C:15](=[O:17])[C:3]2[C:2](=[CH:7][C:6]([S:8][C:9]3[CH:14]=[CH:13][CH:12]=[CH:11][CH:10]=3)=[CH:5][CH:4]=2)[O:1]1)([CH3:20])([CH3:21])[CH3:19]. (4) Given the reactants [F:1][B-:2]([F:5])([F:4])[F:3].[F:6][C:7]([F:28])([F:27])[O:8][C:9]1[CH:14]=[CH:13][CH:12]=[CH:11][C:10]=1[N+:15]1[CH:20]=[CH:19][C:18]([C:21]2[CH:26]=[CH:25][NH+:24]=[CH:23][CH:22]=2)=[CH:17][CH:16]=1.[F:29][B-:30]([F:33])([F:32])[F:31].C1(C)C=CC(S(O[C:44]2[CH:49]=[CH:48][C:47]([N+:50]([O-:52])=[O:51])=[CH:46][C:45]=2[N+:53]([O-:55])=[O:54])(=O)=O)=CC=1, predict the reaction product. The product is: [F:1][B-:2]([F:5])([F:4])[F:3].[F:29][B-:30]([F:33])([F:32])[F:31].[N+:50]([C:47]1[CH:46]=[C:45]([N+:53]([O-:55])=[O:54])[CH:44]=[CH:49][C:48]=1[N+:24]1[CH:25]=[CH:26][C:21]([C:18]2[CH:17]=[CH:16][N+:15]([C:10]3[CH:11]=[CH:12][CH:13]=[CH:14][C:9]=3[O:8][C:7]([F:6])([F:27])[F:28])=[CH:20][CH:19]=2)=[CH:22][CH:23]=1)([O-:52])=[O:51].